Dataset: Reaction yield outcomes from USPTO patents with 853,638 reactions. Task: Predict the reaction yield, written as a fraction of the theoretical maximum amount of product (1.0 means a 100% yield; for example, 0.34 means a 34% yield). (1) The reactants are [CH3:1][O:2][C:3]1[N:8]=[C:7]([NH2:9])[CH:6]=[CH:5][C:4]=1[C:10]1[CH:11]=[N:12][N:13]([CH3:15])[CH:14]=1.Cl[C:17]1[CH:18]=[CH:19][C:20]2[CH2:21][N:22]([CH3:35])[CH:23]([CH3:34])[CH:24]([C:28]3[S:29][CH:30]=[C:31]([CH3:33])[N:32]=3)[O:25][C:26]=2[N:27]=1.C(=O)([O-])[O-].[Cs+].[Cs+].C1(P(C2CCCCC2)C2C=CC=CC=2C2C=CC=CC=2)CCCCC1. The yield is 0.730. The product is [CH3:1][O:2][C:3]1[N:8]=[C:7]([NH:9][C:17]2[CH:18]=[CH:19][C:20]3[CH2:21][N:22]([CH3:35])[CH:23]([CH3:34])[CH:24]([C:28]4[S:29][CH:30]=[C:31]([CH3:33])[N:32]=4)[O:25][C:26]=3[N:27]=2)[CH:6]=[CH:5][C:4]=1[C:10]1[CH:11]=[N:12][N:13]([CH3:15])[CH:14]=1. The catalyst is COCCOC.C([O-])(=O)C.[Pd+2].C([O-])(=O)C. (2) The reactants are Br[C:2]1[CH:3]=[CH:4][C:5]([C:8]#[N:9])=[N:6][CH:7]=1.[C:10]1([S:16]([O-:18])=[O:17])[CH:15]=[CH:14][CH:13]=[CH:12][CH:11]=1.[Na+]. The catalyst is CS(C)=O. The product is [C:10]1([S:16]([C:2]2[CH:3]=[CH:4][C:5]([C:8]#[N:9])=[N:6][CH:7]=2)(=[O:18])=[O:17])[CH:15]=[CH:14][CH:13]=[CH:12][CH:11]=1. The yield is 0.910. (3) The reactants are C(OC([N:8]1[CH2:15][CH:14]([C:16]([O:18][CH2:19][CH3:20])=[O:17])[CH2:13][CH:12]=[CH:11][CH2:10][CH2:9]1)=O)(C)(C)C.Cl. The catalyst is C(OCC)(=O)C. The product is [NH:8]1[CH2:15][CH:14]([C:16]([O:18][CH2:19][CH3:20])=[O:17])[CH2:13][CH:12]=[CH:11][CH2:10][CH2:9]1. The yield is 0.746. (4) The yield is 0.713. The product is [C:1]([O:5][C:6]([NH:8][CH2:9]/[CH:10]=[CH:11]/[C:12]([OH:14])=[O:13])=[O:7])([CH3:4])([CH3:2])[CH3:3]. The catalyst is O. The reactants are [C:1]([O:5][C:6]([NH:8][CH2:9]/[CH:10]=[CH:11]/[C:12]([O:14]C)=[O:13])=[O:7])([CH3:4])([CH3:3])[CH3:2].O[Li].O.C1COCC1.